This data is from Catalyst prediction with 721,799 reactions and 888 catalyst types from USPTO. The task is: Predict which catalyst facilitates the given reaction. (1) Reactant: [CH3:1][O:2][C:3](=[O:29])/[CH:4]=[CH:5]/[C:6]1[CH:7]=[CH:8][C:9]2[O:26][C:13]3([CH2:18][CH2:17][CH2:16][N:15](C(OC(C)(C)C)=O)[CH2:14]3)[NH:12][C:11](=[O:27])[C:10]=2[CH:28]=1.Cl.COC(=O)/C=C/C1C=C2C(=CC=1)OC1(CNC1)CC2=O. Product: [CH3:1][O:2][C:3](=[O:29])/[CH:4]=[CH:5]/[C:6]1[CH:7]=[CH:8][C:9]2[O:26][C:13]3([CH2:18][CH2:17][CH2:16][NH:15][CH2:14]3)[NH:12][C:11](=[O:27])[C:10]=2[CH:28]=1. The catalyst class is: 135. (2) Reactant: O=C1C2C(=CC=CC=2)C(=O)[N:3]1[O:12][CH:13]1[CH2:17][CH2:16][N:15]([C:18]([O:20][C:21]([CH3:24])([CH3:23])[CH3:22])=[O:19])[CH2:14]1.CNN. Product: [NH2:3][O:12][CH:13]1[CH2:17][CH2:16][N:15]([C:18]([O:20][C:21]([CH3:24])([CH3:23])[CH3:22])=[O:19])[CH2:14]1. The catalyst class is: 61. (3) Reactant: [CH3:1][S:2]([C:4]1[CH:13]=[CH:12][C:11]([N:14]2[CH:18]=[N:17][N:16]=[N:15]2)=[CH:10][C:5]=1[C:6]([O:8]C)=[O:7])=[O:3].[OH-].[Na+].Cl. The catalyst class is: 111. Product: [CH3:1][S:2]([C:4]1[CH:13]=[CH:12][C:11]([N:14]2[CH:18]=[N:17][N:16]=[N:15]2)=[CH:10][C:5]=1[C:6]([OH:8])=[O:7])=[O:3]. (4) Reactant: [C:1](Cl)(=[O:9])[CH2:2][CH2:3][CH2:4][CH2:5][CH2:6][CH2:7][CH3:8].[SH:11][CH2:12][CH2:13][CH2:14][SiH2:15][CH:16]([O:19][CH3:20])[O:17][CH3:18].C(N(CC)CC)C. Product: [C:1]([S:11][CH2:12][CH2:13][CH2:14][SiH2:15][CH:16]([O:19][CH3:20])[O:17][CH3:18])(=[O:9])[CH2:2][CH2:3][CH2:4][CH2:5][CH2:6][CH2:7][CH3:8]. The catalyst class is: 244.